Dataset: Forward reaction prediction with 1.9M reactions from USPTO patents (1976-2016). Task: Predict the product of the given reaction. (1) Given the reactants [Cl:1][C:2]1[CH:3]=[CH:4][C:5]2[N:6]([CH:8]=[C:9]([C:11]3[CH:16]=[CH:15][C:14]([C:17]([F:20])([F:19])[F:18])=[C:13]([N+:21]([O-])=O)[CH:12]=3)[N:10]=2)[CH:7]=1.CC(O)=O, predict the reaction product. The product is: [Cl:1][C:2]1[CH:3]=[CH:4][C:5]2[N:6]([CH:8]=[C:9]([C:11]3[CH:16]=[CH:15][C:14]([C:17]([F:19])([F:18])[F:20])=[C:13]([NH2:21])[CH:12]=3)[N:10]=2)[CH:7]=1. (2) Given the reactants [Br:1][C:2]1[CH:3]=[CH:4][C:5]([O:8][C:9]2[CH:16]=[CH:15][C:12]([CH:13]=O)=[CH:11][CH:10]=2)=[N:6][CH:7]=1.[CH2:17]([NH2:22])[CH2:18][CH:19]([CH3:21])[CH3:20].C(O[BH-](OC(=O)C)OC(=O)C)(=O)C.[Na+], predict the reaction product. The product is: [Br:1][C:2]1[CH:3]=[CH:4][C:5]([O:8][C:9]2[CH:16]=[CH:15][C:12]([CH2:13][NH:22][CH2:17][CH2:18][CH:19]([CH3:21])[CH3:20])=[CH:11][CH:10]=2)=[N:6][CH:7]=1.